Predict which catalyst facilitates the given reaction. From a dataset of Catalyst prediction with 721,799 reactions and 888 catalyst types from USPTO. (1) Reactant: [C:1]([C:5]1[CH:9]=[C:8]([NH:10][C:11](=[O:19])OC2C=CC=CC=2)[N:7]([C:20]2[CH:25]=[CH:24][CH:23]=[CH:22][CH:21]=2)[N:6]=1)([CH3:4])([CH3:3])[CH3:2].[NH2:26][C:27]1[CH:28]=[C:29]([OH:34])[CH:30]=[CH:31][C:32]=1[F:33].C1CCN2C(=NCCC2)CC1. Product: [C:1]([C:5]1[CH:9]=[C:8]([NH:10][C:11]([NH:26][C:27]2[CH:28]=[C:29]([OH:34])[CH:30]=[CH:31][C:32]=2[F:33])=[O:19])[N:7]([C:20]2[CH:25]=[CH:24][CH:23]=[CH:22][CH:21]=2)[N:6]=1)([CH3:3])([CH3:2])[CH3:4]. The catalyst class is: 10. (2) Reactant: [CH2:1]([C:3]1[CH:12]=[CH:11][CH:10]=[CH:9][C:4]=1[C:5]([O:7][CH3:8])=[O:6])[CH3:2].[Br:13]Br.C(=O)([O-])[O-].[K+].[K+].O. Product: [Br:13][C:10]1[CH:11]=[CH:12][C:3]([CH2:1][CH3:2])=[C:4]([CH:9]=1)[C:5]([O:7][CH3:8])=[O:6]. The catalyst class is: 5. (3) Reactant: [Cl:1][C:2]1[CH:3]=[CH:4][C:5]([O:15][CH2:16][CH:17]=O)=[C:6]([C:8]2[CH:13]=[CH:12][CH:11]=[CH:10][C:9]=2[Cl:14])[CH:7]=1.[Cl-].[Na+].[NH2:21][CH2:22][CH2:23][NH:24][S:25]([C:28]1[C:29]2[CH:30]=[CH:31][N:32]=[C:33]([OH:38])[C:34]=2[CH:35]=[CH:36][CH:37]=1)(=[O:27])=[O:26].[BH4-].[Na+]. Product: [ClH:1].[Cl:1][C:2]1[CH:3]=[CH:4][C:5]([O:15][CH2:16][CH2:17][NH:21][CH2:22][CH2:23][NH:24][S:25]([C:28]2[C:29]3[CH:30]=[CH:31][N:32]=[C:33]([OH:38])[C:34]=3[CH:35]=[CH:36][CH:37]=2)(=[O:26])=[O:27])=[C:6]([C:8]2[CH:13]=[CH:12][CH:11]=[CH:10][C:9]=2[Cl:14])[CH:7]=1. The catalyst class is: 5. (4) Reactant: [F:1][C:2]1[CH:10]=[C:9]2[C:5]([C:6]([C:11]3[CH:12]=[CH:13][C:14]([NH2:17])=[N:15][CH:16]=3)=[CH:7][NH:8]2)=[CH:4][CH:3]=1.C[Al](C)C.[CH3:22][S:23]([N:26]1[CH2:30][CH2:29][CH2:28][C:27]1=[O:31])(=[O:25])=[O:24]. Product: [F:1][C:2]1[CH:10]=[C:9]2[C:5]([C:6]([C:11]3[CH:12]=[CH:13][C:14]([NH:17][C:27](=[O:31])[CH2:28][CH2:29][CH2:30][NH:26][S:23]([CH3:22])(=[O:25])=[O:24])=[N:15][CH:16]=3)=[CH:7][NH:8]2)=[CH:4][CH:3]=1. The catalyst class is: 11. (5) Reactant: [CH2:1]([O:3][C:4](=[O:20])[C:5]1[CH:17]=[C:16]([CH:18]=[O:19])[CH:15]=[C:7]([C:8]([N:10]([CH3:14])[CH2:11][CH2:12][CH3:13])=[O:9])[CH:6]=1)[CH3:2].C[Si](C)(C)[C:23]([F:26])([F:25])[F:24].[F-].C([N+](CCCC)(CCCC)CCCC)CCC. The catalyst class is: 1. Product: [CH2:1]([O:3][C:4](=[O:20])[C:5]1[CH:17]=[C:16]([CH:18]([OH:19])[C:23]([F:26])([F:25])[F:24])[CH:15]=[C:7]([C:8]([N:10]([CH3:14])[CH2:11][CH2:12][CH3:13])=[O:9])[CH:6]=1)[CH3:2]. (6) Reactant: [N:1]1([C:15]([O:17][CH2:18][C:19]2[CH:24]=[CH:23][CH:22]=[CH:21][CH:20]=2)=[O:16])[CH2:6][CH:5]([C:7]([O:9][CH3:10])=[O:8])[CH2:4][CH:3]([C:11]([O:13]C)=[O:12])[CH2:2]1.O[Li].O. Product: [CH2:18]([O:17][C:15]([N:1]1[CH2:6][CH:5]([C:7]([O:9][CH3:10])=[O:8])[CH2:4][CH:3]([C:11]([OH:13])=[O:12])[CH2:2]1)=[O:16])[C:19]1[CH:20]=[CH:21][CH:22]=[CH:23][CH:24]=1. The catalyst class is: 72. (7) Product: [CH:40]1([CH2:43][O:44][C:45]2[CH:50]=[C:49]([O:51][CH3:52])[C:48]([F:53])=[CH:47][C:46]=2[C:54]2[C:55]3[NH:62][C:61]([CH3:63])=[C:60]([C:64]([NH:2][C@H:3]([CH2:33][C:34]4[CH:35]=[CH:36][CH:37]=[CH:38][CH:39]=4)[C:4]([N:6]4[CH2:7][CH2:8][CH:9]([N:12]5[N:21]=[C:20]([C:22]6[CH:27]=[CH:26][C:25]([O:28][CH3:29])=[C:24]([O:30][CH3:31])[CH:23]=6)[C@@H:19]6[C@@H:14]([CH2:15][CH2:16][CH2:17][CH2:18]6)[C:13]5=[O:32])[CH2:10][CH2:11]4)=[O:5])=[O:65])[C:56]=3[N:57]=[CH:58][N:59]=2)[CH2:42][CH2:41]1. Reactant: Cl.[NH2:2][C@H:3]([CH2:33][C:34]1[CH:39]=[CH:38][CH:37]=[CH:36][CH:35]=1)[C:4]([N:6]1[CH2:11][CH2:10][CH:9]([N:12]2[N:21]=[C:20]([C:22]3[CH:27]=[CH:26][C:25]([O:28][CH3:29])=[C:24]([O:30][CH3:31])[CH:23]=3)[C@@H:19]3[C@@H:14]([CH2:15][CH2:16][CH2:17][CH2:18]3)[C:13]2=[O:32])[CH2:8][CH2:7]1)=[O:5].[CH:40]1([CH2:43][O:44][C:45]2[CH:50]=[C:49]([O:51][CH3:52])[C:48]([F:53])=[CH:47][C:46]=2[C:54]2[C:55]3[NH:62][C:61]([CH3:63])=[C:60]([C:64](O)=[O:65])[C:56]=3[N:57]=[CH:58][N:59]=2)[CH2:42][CH2:41]1.CN(C(ON1N=NC2C=CC=NC1=2)=[N+](C)C)C.F[P-](F)(F)(F)(F)F.CCN(C(C)C)C(C)C.C(=O)(O)[O-].[Na+]. The catalyst class is: 2. (8) Reactant: N[C:2]1[CH:3]=[C:4]([CH:8]=[C:9]([N+:11]([O-:13])=[O:12])[CH:10]=1)[C:5]([OH:7])=[O:6].N([O-])=O.[Na+].C([O-])([O-])=O.[Na+].[Na+].[C-:24]#[N:25].[K+]. Product: [C:24]([C:2]1[CH:3]=[C:4]([CH:8]=[C:9]([N+:11]([O-:13])=[O:12])[CH:10]=1)[C:5]([OH:7])=[O:6])#[N:25]. The catalyst class is: 126. (9) Reactant: [Br:1][C:2]1[C:3]([F:13])=[C:4]([OH:12])[C:5]([C:8]([CH3:11])([CH3:10])[CH3:9])=[CH:6][CH:7]=1.Cl[C:15]1[N:20]=[CH:19][CH:18]=[CH:17][N:16]=1.C(=O)([O-])[O-].[Cs+].[Cs+]. Product: [Br:1][C:2]1[C:3]([F:13])=[C:4]([C:5]([C:8]([CH3:10])([CH3:9])[CH3:11])=[CH:6][CH:7]=1)[O:12][C:15]1[N:20]=[CH:19][CH:18]=[CH:17][N:16]=1. The catalyst class is: 10. (10) Reactant: Br[C:2]1[C:14]([C:15]([CH3:18])([CH3:17])[CH3:16])=[CH:13][C:12]2[C:11]3[C:6](=[CH:7][C:8](Br)=[C:9]([C:19]([CH3:22])([CH3:21])[CH3:20])[CH:10]=3)[CH2:5][C:4]=2[CH:3]=1.CO[CH2:26][CH2:27]OC.[C:30]1(B(O)O)[CH:35]=[CH:34][CH:33]=[CH:32][CH:31]=1.C(=O)([O-])[O-].[Na+].[Na+]. Product: [C:30]1([C:2]2[C:14]([C:15]([CH3:17])([CH3:18])[CH3:16])=[CH:13][C:12]3[C:11]4[C:6](=[CH:7][C:8]([C:27]5[CH:26]=[CH:4][CH:3]=[CH:2][CH:14]=5)=[C:9]([C:19]([CH3:20])([CH3:22])[CH3:21])[CH:10]=4)[CH2:5][C:4]=3[CH:3]=2)[CH:35]=[CH:34][CH:33]=[CH:32][CH:31]=1. The catalyst class is: 8.